Task: Predict which catalyst facilitates the given reaction.. Dataset: Catalyst prediction with 721,799 reactions and 888 catalyst types from USPTO Reactant: COC(=O)CN[C:6](=[O:37])[C:7]1[CH:12]=[C:11]([Cl:13])[C:10]([O:14][C:15]2[CH:20]=[CH:19][N:18]=[CH:17][C:16]=2[C:21]([N:23]2[C:32]3[C:27](=[CH:28][CH:29]=[CH:30][CH:31]=3)[N:26]([CH:33]3[CH2:35][CH2:34]3)[CH2:25][CH2:24]2)=[O:22])=[CH:9][C:8]=1[Cl:36].[CH2:39]([O:41][C:42]([C:44]1[S:45][C:46]([NH2:49])=[N:47][N:48]=1)=[O:43])[CH3:40]. Product: [CH2:39]([O:41][C:42]([C:44]1[S:45][C:46]([NH:49][C:6](=[O:37])[C:7]2[CH:12]=[C:11]([Cl:13])[C:10]([O:14][C:15]3[CH:20]=[CH:19][N:18]=[CH:17][C:16]=3[C:21]([N:23]3[C:32]4[C:27](=[CH:28][CH:29]=[CH:30][CH:31]=4)[N:26]([CH:33]4[CH2:35][CH2:34]4)[CH2:25][CH2:24]3)=[O:22])=[CH:9][C:8]=2[Cl:36])=[N:47][N:48]=1)=[O:43])[CH3:40]. The catalyst class is: 644.